Dataset: Full USPTO retrosynthesis dataset with 1.9M reactions from patents (1976-2016). Task: Predict the reactants needed to synthesize the given product. (1) Given the product [CH2:10]([N:6]1[CH:2]([CH3:1])[CH2:3][CH2:4][C:5]1=[O:7])[C:11]1[CH:16]=[CH:15][CH:14]=[CH:13][CH:12]=1, predict the reactants needed to synthesize it. The reactants are: [CH3:1][CH:2]1[NH:6][C:5](=[O:7])[CH2:4][CH2:3]1.[H-].[Na+].[CH2:10](Br)[C:11]1[CH:16]=[CH:15][CH:14]=[CH:13][CH:12]=1.[O-][Mn](=O)(=O)=O.[K+]. (2) Given the product [N:1]1([C:7]2[CH:8]=[CH:9][C:10]([N:13]3[C:17](=[O:18])[CH2:16][CH:15]([C:19]([O:21][CH3:26])=[O:20])[CH2:14]3)=[CH:11][CH:12]=2)[CH2:6][CH2:5][O:4][CH2:3][CH2:2]1, predict the reactants needed to synthesize it. The reactants are: [N:1]1([C:7]2[CH:12]=[CH:11][C:10]([N:13]3[C:17](=[O:18])[CH2:16][CH:15]([C:19]([OH:21])=[O:20])[CH2:14]3)=[CH:9][CH:8]=2)[CH2:6][CH2:5][O:4][CH2:3][CH2:2]1.S(Cl)(Cl)=O.[CH3:26]O. (3) Given the product [OH:2][CH2:3][C:4]1[Se:8][C:7]([CH:9]=[O:10])=[CH:6][CH:5]=1, predict the reactants needed to synthesize it. The reactants are: C[O:2][CH:3](OC)[C:4]1[Se:8][C:7]([CH:9]=[O:10])=[CH:6][CH:5]=1.C(OCC)(=O)C.